From a dataset of Catalyst prediction with 721,799 reactions and 888 catalyst types from USPTO. Predict which catalyst facilitates the given reaction. (1) Reactant: [CH:1]([N:4]1[C:8]([C:9]2[N:10]=[C:11]3[C:17]4[CH:18]=[CH:19][C:20]([C:22]5[CH:23]=[N:24][N:25]([C:27]([CH3:33])([CH3:32])[C:28]([O:30]C)=[O:29])[CH:26]=5)=[CH:21][C:16]=4[O:15][CH2:14][CH2:13][N:12]3[CH:34]=2)=[N:7][CH:6]=[N:5]1)([CH3:3])[CH3:2].[OH-].[Li+].[CH3:37]O. Product: [CH:1]([N:4]1[C:8]([C:9]2[N:10]=[C:11]3[C:17]4[CH:18]=[CH:19][C:20]([C:22]5[CH:23]=[N:24][N:25]([C:27]([CH3:32])([CH3:33])[C:28]([OH:30])=[O:29])[CH:26]=5)=[CH:21][C:16]=4[O:15][CH2:14][CH2:13][N:12]3[CH:34]=2)=[N:7][C:6]([CH3:37])=[N:5]1)([CH3:3])[CH3:2]. The catalyst class is: 6. (2) Reactant: [NH2:1][C:2]1[CH:7]=[CH:6][CH:5]=[C:4]([S:8]([CH3:10])=[O:9])[C:3]=1[OH:11].[C:12](=S)(OCC)[S-:13].[K+].Cl. Product: [SH:13][C:12]1[O:11][C:3]2[C:4]([S:8]([CH3:10])=[O:9])=[CH:5][CH:6]=[CH:7][C:2]=2[N:1]=1. The catalyst class is: 8.